Dataset: Merck oncology drug combination screen with 23,052 pairs across 39 cell lines. Task: Regression. Given two drug SMILES strings and cell line genomic features, predict the synergy score measuring deviation from expected non-interaction effect. Drug 1: O=C(CCCCCCC(=O)Nc1ccccc1)NO. Drug 2: O=C(O)C1(Cc2cccc(Nc3nccs3)n2)CCC(Oc2cccc(Cl)c2F)CC1. Cell line: MSTO. Synergy scores: synergy=43.0.